Dataset: Forward reaction prediction with 1.9M reactions from USPTO patents (1976-2016). Task: Predict the product of the given reaction. Given the reactants I([O-])(=O)(=O)=O.[Na+].[CH3:7][O:8][C:9]1[CH:10]=[C:11]([CH:17]=[CH:18][C:19]=1[B:20]1[O:24]C(C)(C)C(C)(C)[O:21]1)[C:12]([O:14][CH2:15][CH3:16])=[O:13].Cl, predict the reaction product. The product is: [CH2:15]([O:14][C:12]([C:11]1[CH:17]=[CH:18][C:19]([B:20]([OH:21])[OH:24])=[C:9]([O:8][CH3:7])[CH:10]=1)=[O:13])[CH3:16].